From a dataset of Full USPTO retrosynthesis dataset with 1.9M reactions from patents (1976-2016). Predict the reactants needed to synthesize the given product. (1) Given the product [CH3:11][O:10][C:1](=[O:9])[C:2]1[CH:8]=[CH:7][CH:6]=[CH:5][C:3]=1[O:4][CH2:19][C:20]([O:22][CH3:23])=[O:21], predict the reactants needed to synthesize it. The reactants are: [C:1]([O:10][CH3:11])(=[O:9])[C:2]1[C:3](=[CH:5][CH:6]=[CH:7][CH:8]=1)[OH:4].C([O-])([O-])=O.[K+].[K+].Cl[CH2:19][C:20]([O:22][CH3:23])=[O:21]. (2) Given the product [CH3:8][O:9][CH2:10][CH2:11][N:12]1[CH:6]([C:2]2[S:1][CH:5]=[CH:4][CH:3]=2)[CH:14]([C:13]([NH:36][CH2:35][C:25]2[C:34]3[C:29](=[CH:30][CH:31]=[CH:32][CH:33]=3)[CH:28]=[CH:27][CH:26]=2)=[O:24])[C:15]2[C:16](=[CH:20][CH:21]=[CH:22][CH:23]=2)[C:17]1=[O:19], predict the reactants needed to synthesize it. The reactants are: [S:1]1[CH:5]=[CH:4][CH:3]=[C:2]1[CH:6]=O.[CH3:8][O:9][CH2:10][CH2:11][NH2:12].[C:13]1(=[O:24])[O:19][C:17](=O)[C:16]2=[CH:20][CH:21]=[CH:22][CH:23]=[C:15]2[CH2:14]1.[C:25]1([CH2:35][NH2:36])[C:34]2[C:29](=[CH:30][CH:31]=[CH:32][CH:33]=2)[CH:28]=[CH:27][CH:26]=1. (3) The reactants are: [Cl:1][C:2]1[CH:7]=[CH:6][C:5]([N:8]2[CH2:12][CH2:11][NH:10][C:9]2=[O:13])=[CH:4][CH:3]=1.[H-].[Na+].Br[CH2:17][CH2:18][CH2:19][CH2:20][CH2:21][O:22][CH2:23][CH2:24][CH2:25][O:26][C:27]1[CH:32]=[CH:31][C:30]([O:33][CH3:34])=[CH:29][CH:28]=1. Given the product [Cl:1][C:2]1[CH:3]=[CH:4][C:5]([N:8]2[CH2:12][CH2:11][N:10]([CH2:17][CH2:18][CH2:19][CH2:20][CH2:21][O:22][CH2:23][CH2:24][CH2:25][O:26][C:27]3[CH:32]=[CH:31][C:30]([O:33][CH3:34])=[CH:29][CH:28]=3)[C:9]2=[O:13])=[CH:6][CH:7]=1, predict the reactants needed to synthesize it. (4) Given the product [CH2:37]([N:44]1[CH:48]=[C:47]([C:49]([O:51][CH2:52][CH3:53])=[O:50])[C:46]([O:20][CH2:19][C:16]2[CH:17]=[CH:18][C:13]([O:12][CH2:11][C:9]3[N:10]=[C:6]([C:2]4[O:1][CH:5]=[CH:4][CH:3]=4)[O:7][C:8]=3[CH3:23])=[CH:14][C:15]=2[O:21][CH3:22])=[N:45]1)[C:38]1[CH:39]=[CH:40][CH:41]=[CH:42][CH:43]=1, predict the reactants needed to synthesize it. The reactants are: [O:1]1[CH:5]=[CH:4][CH:3]=[C:2]1[C:6]1[O:7][C:8]([CH3:23])=[C:9]([CH2:11][O:12][C:13]2[CH:18]=[CH:17][C:16]([CH2:19][OH:20])=[C:15]([O:21][CH3:22])[CH:14]=2)[N:10]=1.C(P(CCCC)CCCC)CCC.[CH2:37]([N:44]1[CH:48]=[C:47]([C:49]([O:51][CH2:52][CH3:53])=[O:50])[C:46](O)=[N:45]1)[C:38]1[CH:43]=[CH:42][CH:41]=[CH:40][CH:39]=1.N(C(N1CCCCC1)=O)=NC(N1CCCCC1)=O. (5) Given the product [ClH:31].[Si:14]([O:13][C@@H:10]1[CH2:11][CH2:12][NH:8][CH2:9]1)([C:27]([CH3:30])([CH3:28])[CH3:29])([C:15]1[CH:20]=[CH:19][CH:18]=[CH:17][CH:16]=1)[C:21]1[CH:22]=[CH:23][CH:24]=[CH:25][CH:26]=1, predict the reactants needed to synthesize it. The reactants are: C([N:8]1[CH2:12][CH2:11][C@@H:10]([O:13][Si:14]([C:27]([CH3:30])([CH3:29])[CH3:28])([C:21]2[CH:26]=[CH:25][CH:24]=[CH:23][CH:22]=2)[C:15]2[CH:20]=[CH:19][CH:18]=[CH:17][CH:16]=2)[CH2:9]1)C1C=CC=CC=1.[ClH:31].[H][H].